This data is from Retrosynthesis with 50K atom-mapped reactions and 10 reaction types from USPTO. The task is: Predict the reactants needed to synthesize the given product. Given the product Nc1ccc(S(=O)(=O)c2cc(N)nc(Br)c2)cc1, predict the reactants needed to synthesize it. The reactants are: N.Nc1ccc(S(=O)(=O)c2cc(Br)nc(Br)c2)cc1.